This data is from Experimentally validated miRNA-target interactions with 360,000+ pairs, plus equal number of negative samples. The task is: Binary Classification. Given a miRNA mature sequence and a target amino acid sequence, predict their likelihood of interaction. (1) The miRNA is mmu-miR-3074-1-3p with sequence GAUAUCAGCUCAGUAGGCACCG. The protein sequence of the target gene is MVMFKKIKSFEVVFNDPEKVYGSGEKVAGRVIVEVCEVTRVKAVRILACGVAKVLWMQGSQQCKQTLDYLRYEDTLLLEEQPTAGENEMVIMRPGNKYEYKFGFELPQGPLGTSFKGKYGCVDYWVKAFLDRPSQPTQEAKKNFEVMDLVDVNTPDLMAPVSAKKEKKVSCMFIPDGRVSVSARIDRKGFCEGDDISIHADFENTCSRIVVPKAAIVARHTYLANGQTKVFTQKLSSVRGNHIISGTCASWRGKSLRVQKIRPSILGCNILKVEYSLLIYVSVPGSKKVILDLPLVIGSR.... Result: 0 (no interaction). (2) The miRNA is hsa-miR-7973 with sequence UGUGACCCUAGAAUAAUUAC. The protein sequence of the target gene is MAAAAQLSLTQLSSGNPVYEKYYRQVDTGNTGRVLASDAAAFLKKSGLPDLILGKIWDLADTDGKGILNKQEFFVALRLVACAQNGLEVSLSSLNLAVPPPRFHDTSSPLLISGTSAAELPWAVKPEDKAKYDAIFDSLSPVNGFLSGDKVKPVLLNSKLPVDILGRVWELSDIDHDGMLDRDEFAVAMFLVYCALEKEPVPMSLPPALVPPSKRKTWVVSPAEKAKYDEIFLKTDKDMDGFVSGLEVREIFLKTGLPSTLLAHIWSLCDTKDCGKLSKDQFALAFHLISQKLIKGIDPP.... Result: 0 (no interaction). (3) The miRNA is hsa-miR-5194 with sequence UGAGGGGUUUGGAAUGGGAUGG. The protein sequence of the target gene is MSEEQFGGDGAAAAATAAVGGSAGEQEGAMVAAAAQGPAAAAGSGSGGGGSAAGGTEGGSAEAEGAKIDASKNEEDEGHSNSSPRHTEAAAAQREEWKMFIGGLSWDTTKKDLKDYFSKFGEVVDCTLKLDPITGRSRGFGFVLFKESESVDKVMDQKEHKLNGKVIDPKRAKAMKTKEPVKKIFVGGLSPDTPEEKIREYFGGFGEVESIELPMDNKTNKRRGFCFITFKEEEPVKKIMEKKYHNVGLSKCEIKVAMSKEQYQQQQQWGSRGGFAGRARGRGGGPSQNWNQGYSNYWNQ.... Result: 0 (no interaction). (4) The miRNA is hsa-miR-1275 with sequence GUGGGGGAGAGGCUGUC. The protein sequence of the target gene is MEALLEGIQNRGHGGGFLTSCEAELQELMKQIDIMVAHKKSEWEGRTHALETCLKIREQELKSLRSQLDVTHKEVGMLHQQVEEHEKIKQEMTMEYKQELKKLHEELCILKRSYEKLQKKQMREFRGNTKNHREDRSEIERLTAKIEEFRQKSLDWEKQRLIYQQQVSSLEAQRKALAEQSEIIQAQLVNRKQKLESVELSSQSEIQHLSSKLERANDTICANELEIERLTMRVNDLVGTSMTVLQEQQQKEEKLRESEKLLEALQEEKRELKAALQSQENLIHEARIQKEKLQEKVKAT.... Result: 0 (no interaction).